Task: Predict the product of the given reaction.. Dataset: Forward reaction prediction with 1.9M reactions from USPTO patents (1976-2016) (1) Given the reactants [CH:1]1([C:4]2[O:5][C:6]3[C:7](=[C:9]([C:26]#[N:27])[C:10]([CH3:25])=[C:11]([C:19]4[CH:24]=[CH:23][CH:22]=[CH:21][CH:20]=4)[C:12]=3[C@H:13]3[CH2:17][CH2:16][C@@H:15]([OH:18])[CH2:14]3)[N:8]=2)[CH2:3][CH2:2]1.CC(OI1(OC(C)=O)(OC(C)=O)OC(=O)C2C=CC=CC1=2)=O.S([O-])([O-])(=O)=S.[Na+].[Na+].C(=O)([O-])O.[Na+], predict the reaction product. The product is: [CH:1]1([C:4]2[O:5][C:6]3[C:7](=[C:9]([C:26]#[N:27])[C:10]([CH3:25])=[C:11]([C:19]4[CH:24]=[CH:23][CH:22]=[CH:21][CH:20]=4)[C:12]=3[CH:13]3[CH2:17][CH2:16][C:15](=[O:18])[CH2:14]3)[N:8]=2)[CH2:2][CH2:3]1. (2) Given the reactants [ClH:1].C1([N:6]2[CH2:11][CH2:10][CH:9]([O:12][CH:13]3[CH2:18][CH2:17][N:16]([C:19]4[N:24]=[CH:23][C:22]([C:25]#[N:26])=[CH:21][CH:20]=4)[CH2:15][CH2:14]3)[CH2:8][CH2:7]2)CCC1.Cl, predict the reaction product. The product is: [ClH:1].[NH:6]1[CH2:7][CH2:8][CH:9]([O:12][CH:13]2[CH2:18][CH2:17][N:16]([C:19]3[N:24]=[CH:23][C:22]([C:25]#[N:26])=[CH:21][CH:20]=3)[CH2:15][CH2:14]2)[CH2:10][CH2:11]1. (3) The product is: [Br:20][C:17]1[CH:18]=[CH:19][C:14]([C:12]2[N:9]=[C:5]3[CH:4]=[C:3]([S:2][CH3:1])[CH:8]=[CH:7][N:6]3[CH:11]=2)=[CH:15][CH:16]=1. Given the reactants [CH3:1][S:2][C:3]1[CH:8]=[CH:7][N:6]=[C:5]([NH2:9])[CH:4]=1.Br[CH2:11][C:12]([C:14]1[CH:19]=[CH:18][C:17]([Br:20])=[CH:16][CH:15]=1)=O, predict the reaction product. (4) Given the reactants C(N(CC)C(C)C)(C)C.Cl.[CH2:11]1[C:15]2([CH2:20][CH2:19][NH:18][CH2:17][CH2:16]2)[CH2:14][CH2:13][N:12]1[C:21]([O:23][C:24]([CH3:27])([CH3:26])[CH3:25])=[O:22].C(#N)C.[CH3:31][S:32](Cl)(=O)=O, predict the reaction product. The product is: [CH3:31][S:32][N:18]1[CH2:17][CH2:16][C:15]2([CH2:11][N:12]([C:21]([O:23][C:24]([CH3:27])([CH3:26])[CH3:25])=[O:22])[CH2:13][CH2:14]2)[CH2:20][CH2:19]1.